From a dataset of TCR-epitope binding with 47,182 pairs between 192 epitopes and 23,139 TCRs. Binary Classification. Given a T-cell receptor sequence (or CDR3 region) and an epitope sequence, predict whether binding occurs between them. (1) The epitope is VLAWLYAAV. The TCR CDR3 sequence is CASSPGTTNTGELFF. Result: 0 (the TCR does not bind to the epitope). (2) The epitope is RLRAEAQVK. The TCR CDR3 sequence is CASGLDNVMTGYEQYF. Result: 1 (the TCR binds to the epitope). (3) The epitope is KLMNIQQKL. The TCR CDR3 sequence is CASSLIGNTEAFF. Result: 0 (the TCR does not bind to the epitope). (4) The epitope is HLVDFQVTI. The TCR CDR3 sequence is CASSLGGGGAYEQYF. Result: 0 (the TCR does not bind to the epitope). (5) The epitope is LPRRSGAAGA. The TCR CDR3 sequence is CASSPKDRDPLGYGYTF. Result: 1 (the TCR binds to the epitope). (6) The epitope is KLPDDFTGCV. The TCR CDR3 sequence is CASSDTGSPNEQYF. Result: 1 (the TCR binds to the epitope). (7) The epitope is KPLEFGATSAAL. The TCR CDR3 sequence is CASSLSQYEQFF. Result: 1 (the TCR binds to the epitope).